Dataset: Full USPTO retrosynthesis dataset with 1.9M reactions from patents (1976-2016). Task: Predict the reactants needed to synthesize the given product. (1) Given the product [F:1][CH:2]([F:16])[C:3]1[N:19]2[N:20]=[CH:21][C:22]([C:23]3[CH:28]=[CH:27][N:26]=[CH:25][CH:24]=3)=[C:18]2[N:17]=[C:5]([C:7]2[CH:12]=[CH:11][C:10]([O:13][CH3:14])=[CH:9][CH:8]=2)[CH:4]=1, predict the reactants needed to synthesize it. The reactants are: [F:1][CH:2]([F:16])[C:3](=O)[CH2:4][C:5]([C:7]1[CH:12]=[CH:11][C:10]([O:13][CH3:14])=[CH:9][CH:8]=1)=O.[NH2:17][C:18]1[C:22]([C:23]2[CH:28]=[CH:27][N:26]=[CH:25][CH:24]=2)=[CH:21][NH:20][N:19]=1. (2) Given the product [C:16]([C:14]1[CH:15]=[C:10]([NH:9][C:8]([NH:27][C:28]2[C:37]3[C:32](=[CH:33][CH:34]=[CH:35][CH:36]=3)[C:31]([O:38][C:39]3[CH:44]=[CH:43][N:42]=[C:41]([NH:45][C:46]4[CH:47]=[C:48]([C:49](=[O:50])[NH:51][C@H:52]([CH3:60])[CH2:53][N:54]5[CH2:59][CH2:58][O:57][CH2:56][CH2:55]5)[CH:61]=[C:62]([C:64]#[CH:65])[CH:63]=4)[N:40]=3)=[CH:30][CH:29]=2)=[O:26])[C:11]([O:24][CH3:25])=[C:12]([CH:13]=1)[C:20]([NH:21][CH3:22])=[O:23])([CH3:17])([CH3:18])[CH3:19], predict the reactants needed to synthesize it. The reactants are: C1(O[C:8](=[O:26])[NH:9][C:10]2[CH:15]=[C:14]([C:16]([CH3:19])([CH3:18])[CH3:17])[CH:13]=[C:12]([C:20](=[O:23])[NH:21][CH3:22])[C:11]=2[O:24][CH3:25])C=CC=CC=1.[NH2:27][C:28]1[C:37]2[C:32](=[CH:33][CH:34]=[CH:35][CH:36]=2)[C:31]([O:38][C:39]2[CH:44]=[CH:43][N:42]=[C:41]([NH:45][C:46]3[CH:47]=[C:48]([CH:61]=[C:62]([C:64]#[CH:65])[CH:63]=3)[C:49]([NH:51][C@H:52]([CH3:60])[CH2:53][N:54]3[CH2:59][CH2:58][O:57][CH2:56][CH2:55]3)=[O:50])[N:40]=2)=[CH:30][CH:29]=1.C(N(CC)CC)C. (3) The reactants are: [CH3:1][O:2][C:3]1[CH:8]=[CH:7][C:6]([CH2:9][C:10](=[O:12])[CH3:11])=[CH:5][CH:4]=1.[Cl:13][S:14](O)(=[O:16])=[O:15]. Given the product [Cl:13][S:14]([C:4]1[CH:5]=[C:6]([CH2:9][C:10](=[O:12])[CH3:11])[CH:7]=[CH:8][C:3]=1[O:2][CH3:1])(=[O:16])=[O:15], predict the reactants needed to synthesize it. (4) Given the product [CH3:14][O:15][C:16]([C@@H:18]1[CH2:20][C@H:19]1[C:21]1[CH:22]=[CH:23][C:24]([N:27]([CH2:28][C:29]2[CH:30]=[CH:31][CH:32]=[C:33]3[C:38]=2[N:37]([C:39]([O:41][C:42]([CH3:45])([CH3:44])[CH3:43])=[O:40])[CH2:36][CH2:35][CH2:34]3)[C:6](=[O:11])[C:7]([F:8])([F:9])[F:10])=[CH:25][CH:26]=1)=[O:17], predict the reactants needed to synthesize it. The reactants are: [F:8][C:7]([F:10])([F:9])[C:6](O[C:6](=[O:11])[C:7]([F:10])([F:9])[F:8])=[O:11].[CH3:14][O:15][C:16]([C@@H:18]1[CH2:20][C@H:19]1[C:21]1[CH:26]=[CH:25][C:24]([NH:27][CH2:28][C:29]2[CH:30]=[CH:31][CH:32]=[C:33]3[C:38]=2[N:37]([C:39]([O:41][C:42]([CH3:45])([CH3:44])[CH3:43])=[O:40])[CH2:36][CH2:35][CH2:34]3)=[CH:23][CH:22]=1)=[O:17].C(=O)(O)[O-].[Na+]. (5) Given the product [CH3:22][S:21]([C:16]1[CH:17]=[CH:18][CH:19]=[CH:20][C:15]=1[C:3]1[N:2]([CH3:1])[C:6]2=[N:7][CH:8]=[C:9]([C:11]([F:14])([F:13])[F:12])[CH:10]=[C:5]2[N:4]=1)=[O:26], predict the reactants needed to synthesize it. The reactants are: [CH3:1][N:2]1[C:6]2=[N:7][CH:8]=[C:9]([C:11]([F:14])([F:13])[F:12])[CH:10]=[C:5]2[N:4]=[C:3]1[C:15]1[CH:20]=[CH:19][CH:18]=[CH:17][C:16]=1[S:21][CH3:22].CO.I([O-])(=O)(=O)=[O:26].[Na+].C(=O)([O-])O.[Na+]. (6) The reactants are: C([O:3][C:4](=O)[CH2:5][S:6][C:7]1[CH:12]=[CH:11][C:10]([CH2:13][O:14][C:15](=[O:17])[CH3:16])=[CH:9][C:8]=1[N+:18]([O-])=O)C. Given the product [O:3]=[C:4]1[NH:18][C:8]2[CH:9]=[C:10]([CH2:13][O:14][C:15](=[O:17])[CH3:16])[CH:11]=[CH:12][C:7]=2[S:6][CH2:5]1, predict the reactants needed to synthesize it. (7) The reactants are: [C:1]([C:3]([C:6]1[CH:7]=[C:8]([CH:23]=[CH:24][CH:25]=1)[C:9]([NH:11][C:12]1[CH:17]=[C:16]([N+:18]([O-])=O)[C:15]([F:21])=[CH:14][C:13]=1[F:22])=[O:10])([CH3:5])[CH3:4])#[N:2].C(O)(=O)C.C(O)C.C(#N)C. Given the product [NH2:18][C:16]1[C:15]([F:21])=[CH:14][C:13]([F:22])=[C:12]([NH:11][C:9](=[O:10])[C:8]2[CH:23]=[CH:24][CH:25]=[C:6]([C:3]([C:1]#[N:2])([CH3:5])[CH3:4])[CH:7]=2)[CH:17]=1, predict the reactants needed to synthesize it. (8) The reactants are: [CH:1]1[C:2]([CH2:10][NH:11][C@@H:12]2[CH2:17][CH2:16][C@@H:15]([OH:18])[CH2:14][CH2:13]2)=[C:3]([NH2:9])[C:4]([Br:8])=[CH:5][C:6]=1[Br:7].C(N(CC)CC)C.[C:26]([O:30][C:31](O[C:31]([O:30][C:26]([CH3:29])([CH3:28])[CH3:27])=[O:32])=[O:32])([CH3:29])([CH3:28])[CH3:27]. Given the product [C:26]([O:30][C:31]([NH:9][C:3]1[C:4]([Br:8])=[CH:5][C:6]([Br:7])=[CH:1][C:2]=1[CH2:10][NH:11][C@H:12]1[CH2:17][CH2:16][C@H:15]([OH:18])[CH2:14][CH2:13]1)=[O:32])([CH3:29])([CH3:28])[CH3:27], predict the reactants needed to synthesize it.